Dataset: Full USPTO retrosynthesis dataset with 1.9M reactions from patents (1976-2016). Task: Predict the reactants needed to synthesize the given product. (1) The reactants are: [CH:1]1([N:4]2[CH:8]=[C:7](I)[CH:6]=[N:5]2)[CH2:3][CH2:2]1.C([Mg]Cl)(C)C.C(O[B:19]1[O:23][C:22]([CH3:25])([CH3:24])[C:21]([CH3:27])([CH3:26])[O:20]1)(C)C. Given the product [CH:1]1([N:4]2[CH:8]=[C:7]([B:19]3[O:23][C:22]([CH3:25])([CH3:24])[C:21]([CH3:27])([CH3:26])[O:20]3)[CH:6]=[N:5]2)[CH2:3][CH2:2]1, predict the reactants needed to synthesize it. (2) Given the product [F:1][C:2]1[CH:7]=[C:6]([F:8])[CH:5]=[CH:4][C:3]=1[NH:9][C:10]([NH:11][C:12]1[CH:46]=[CH:45][C:15]([O:16][C:17]2[CH:22]=[CH:21][N:20]=[C:19]3[CH:23]=[C:24]([C:26]4[N:27]([CH3:44])[C:28]([CH2:31][NH:32][CH2:40][CH2:41][O:42][CH3:43])=[CH:29][N:30]=4)[S:25][C:18]=23)=[C:14]([F:47])[CH:13]=1)=[O:48], predict the reactants needed to synthesize it. The reactants are: [F:1][C:2]1[CH:7]=[C:6]([F:8])[CH:5]=[CH:4][C:3]=1[NH:9][C:10](=[O:48])[NH:11][C:12]1[CH:46]=[CH:45][C:15]([O:16][C:17]2[CH:22]=[CH:21][N:20]=[C:19]3[CH:23]=[C:24]([C:26]4[N:27]([CH3:44])[C:28]([CH2:31][N:32]([CH2:40][CH2:41][O:42][CH3:43])C(=O)OC(C)(C)C)=[CH:29][N:30]=4)[S:25][C:18]=23)=[C:14]([F:47])[CH:13]=1.Cl.O1CCOCC1.CCOC(C)=O. (3) Given the product [N:9]1([CH2:14][C:15]([N:17]2[CH2:21][C@@H:20]([NH:22][CH2:1][C:2]3[CH:7]=[CH:6][CH:5]=[CH:4][CH:3]=3)[CH2:19][C@H:18]2[C:23]([NH:25][C:26]2[CH:27]=[CH:28][C:29]([O:32][C:33]3[CH:34]=[CH:35][C:36]([F:39])=[CH:37][CH:38]=3)=[CH:30][CH:31]=2)=[O:24])=[O:16])[CH:13]=[N:12][CH:11]=[N:10]1, predict the reactants needed to synthesize it. The reactants are: [CH2:1](Br)[C:2]1[CH:7]=[CH:6][CH:5]=[CH:4][CH:3]=1.[N:9]1([CH2:14][C:15]([N:17]2[CH2:21][C@@H:20]([NH2:22])[CH2:19][C@H:18]2[C:23]([NH:25][C:26]2[CH:31]=[CH:30][C:29]([O:32][C:33]3[CH:38]=[CH:37][C:36]([F:39])=[CH:35][CH:34]=3)=[CH:28][CH:27]=2)=[O:24])=[O:16])[CH:13]=[N:12][CH:11]=[N:10]1.CN(C=O)C.C([O-])([O-])=O.[K+].[K+]. (4) Given the product [Cl:6][C:7]1[CH:8]=[C:9]([CH2:23][CH2:24][C:25]#[N:26])[CH:10]=[C:11]([CH2:14][OH:15])[C:12]=1[Cl:13], predict the reactants needed to synthesize it. The reactants are: C1COCC1.[Cl:6][C:7]1[CH:8]=[C:9]([CH2:23][CH2:24][C:25]#[N:26])[CH:10]=[C:11]([CH2:14][O:15][Si](C(C)(C)C)(C)C)[C:12]=1[Cl:13].CCCC[N+](CCCC)(CCCC)CCCC.[F-]. (5) The reactants are: Br[C:2]1[CH:3]=[C:4]([CH:9]=[C:10]([C:12]([CH3:15])([CH3:14])[CH3:13])[CH:11]=1)[C:5]([O:7]C)=[O:6].[OH-].[Na+].BrBr. Given the product [C:12]([C:10]1[CH:9]=[C:4]([CH:3]=[CH:2][CH:11]=1)[C:5]([OH:7])=[O:6])([CH3:15])([CH3:13])[CH3:14], predict the reactants needed to synthesize it. (6) Given the product [CH:32]([O:34][CH:35]1[CH2:58][CH2:57][C@@:56]2([CH3:59])[CH:37]([CH2:38][CH:39]([O:64][CH:65]=[O:66])[C@@H:40]3[C@@H:55]2[CH2:54][CH:53]([O:60][CH:61]=[O:62])[C@@:52]2([CH3:63])[C@H:41]3[CH2:42][CH2:43][C@@H:44]2[C@H:45]([CH3:51])[CH2:46][CH2:47][C:48]([Cl:70])=[O:49])[CH2:36]1)=[O:33], predict the reactants needed to synthesize it. The reactants are: C[C@@H]([C@@H]1[C@@]2(C)[C@@H](O)C[C@@H]3[C@@]4(C)CC[C@@H](O)C[C@H]4C[C@@H](O)[C@H]3[C@@H]2CC1)CCC(O)=O.C=O.[CH:32]([O:34][CH:35]1[CH2:58][CH2:57][C@@:56]2([CH3:59])[CH:37]([CH2:38][CH:39]([O:64][CH:65]=[O:66])[C@@H:40]3[C@@H:55]2[CH2:54][CH:53]([O:60][CH:61]=[O:62])[C@@:52]2([CH3:63])[C@H:41]3[CH2:42][CH2:43][C@@H:44]2[C@H:45]([CH3:51])[CH2:46][CH2:47][C:48](O)=[O:49])[CH2:36]1)=[O:33].C(Cl)(=O)C([Cl:70])=O.